Dataset: Peptide-MHC class I binding affinity with 185,985 pairs from IEDB/IMGT. Task: Regression. Given a peptide amino acid sequence and an MHC pseudo amino acid sequence, predict their binding affinity value. This is MHC class I binding data. (1) The peptide sequence is THEGVVCAL. The MHC is HLA-A66:01 with pseudo-sequence HLA-A66:01. The binding affinity (normalized) is 0.213. (2) The peptide sequence is APLAHRLGM. The MHC is HLA-B35:01 with pseudo-sequence HLA-B35:01. The binding affinity (normalized) is 0.626. (3) The peptide sequence is PLLVLQAGF. The MHC is Patr-A0701 with pseudo-sequence Patr-A0701. The binding affinity (normalized) is 0.203. (4) The peptide sequence is EDDPQSQHM. The MHC is Mamu-B8701 with pseudo-sequence Mamu-B8701. The binding affinity (normalized) is 0.118.